From a dataset of Full USPTO retrosynthesis dataset with 1.9M reactions from patents (1976-2016). Predict the reactants needed to synthesize the given product. The reactants are: [CH3:1][O:2][C:3]1[CH:8]=[CH:7][C:6]([C@@H:9]2[C@@H:14]([O:15][CH2:16][C:17]3[CH:18]=[CH:19][C:20]4[O:25][CH2:24][CH2:23][N:22]([CH2:26][CH2:27][CH2:28][O:29][CH3:30])[C:21]=4[CH:31]=3)[CH2:13][N:12]([S:32]([C:35]3[CH:40]=[CH:39][C:38]([CH3:41])=[CH:37][CH:36]=3)(=[O:34])=[O:33])[C@@H:11]([CH2:42][C@H:43]([OH:45])[CH3:44])[CH2:10]2)=[CH:5][CH:4]=1.[H-].[K+].[CH3:48][N:49]([CH3:53])[C:50](Cl)=[O:51]. Given the product [CH3:1][O:2][C:3]1[CH:4]=[CH:5][C:6]([C@@H:9]2[C@@H:14]([O:15][CH2:16][C:17]3[CH:18]=[CH:19][C:20]4[O:25][CH2:24][CH2:23][N:22]([CH2:26][CH2:27][CH2:28][O:29][CH3:30])[C:21]=4[CH:31]=3)[CH2:13][N:12]([S:32]([C:35]3[CH:40]=[CH:39][C:38]([CH3:41])=[CH:37][CH:36]=3)(=[O:33])=[O:34])[C@@H:11]([CH2:42][C@H:43]([O:45][C:50](=[O:51])[N:49]([CH3:53])[CH3:48])[CH3:44])[CH2:10]2)=[CH:7][CH:8]=1, predict the reactants needed to synthesize it.